Dataset: NCI-60 drug combinations with 297,098 pairs across 59 cell lines. Task: Regression. Given two drug SMILES strings and cell line genomic features, predict the synergy score measuring deviation from expected non-interaction effect. (1) Drug 1: CC1=C(C=C(C=C1)NC(=O)C2=CC=C(C=C2)CN3CCN(CC3)C)NC4=NC=CC(=N4)C5=CN=CC=C5. Drug 2: C(=O)(N)NO. Cell line: SK-MEL-5. Synergy scores: CSS=-3.78, Synergy_ZIP=2.71, Synergy_Bliss=4.58, Synergy_Loewe=-2.81, Synergy_HSA=-1.59. (2) Drug 1: CC1=CC2C(CCC3(C2CCC3(C(=O)C)OC(=O)C)C)C4(C1=CC(=O)CC4)C. Drug 2: C1=CC(=CC=C1CCCC(=O)O)N(CCCl)CCCl. Cell line: TK-10. Synergy scores: CSS=9.59, Synergy_ZIP=-0.584, Synergy_Bliss=1.78, Synergy_Loewe=-5.27, Synergy_HSA=-2.34.